This data is from TCR-epitope binding with 47,182 pairs between 192 epitopes and 23,139 TCRs. The task is: Binary Classification. Given a T-cell receptor sequence (or CDR3 region) and an epitope sequence, predict whether binding occurs between them. (1) The epitope is VVYRGTTTY. The TCR CDR3 sequence is CASSLSGGEQFF. Result: 1 (the TCR binds to the epitope). (2) The epitope is GLCTLVAML. The TCR CDR3 sequence is CASSQSGAGGPYEQYF. Result: 1 (the TCR binds to the epitope). (3) The epitope is GILGFVFTL. The TCR CDR3 sequence is CASSLAAYGPYEQYF. Result: 0 (the TCR does not bind to the epitope). (4) The epitope is ELAGIGILTV. The TCR CDR3 sequence is CSLQGKGGANVLTF. Result: 1 (the TCR binds to the epitope). (5) The epitope is LLQTGIHVRVSQPSL. The TCR CDR3 sequence is CASKTSGGVNEQFF. Result: 1 (the TCR binds to the epitope). (6) The epitope is YVLDHLIVV. The TCR CDR3 sequence is CASTLPEGGSDIEDWTNTDTQYF. Result: 0 (the TCR does not bind to the epitope).